This data is from Reaction yield outcomes from USPTO patents with 853,638 reactions. The task is: Predict the reaction yield, written as a fraction of the theoretical maximum amount of product (1.0 means a 100% yield; for example, 0.34 means a 34% yield). (1) The reactants are [SH:1][C:2]1[CH:3]=[C:4]([C:8](=[O:10])[CH3:9])[CH:5]=[CH:6][CH:7]=1.[C:11](=O)([O-])[O-].[K+].[K+].IC.O. The catalyst is CN(C)C=O. The product is [CH3:11][S:1][C:2]1[CH:3]=[C:4]([C:8](=[O:10])[CH3:9])[CH:5]=[CH:6][CH:7]=1. The yield is 0.770. (2) The reactants are [Na].[CH3:2][OH:3].Cl[C:5]1[N:6]=[C:7]([CH3:15])[C:8]([C:11]([O:13]C)=[O:12])=[N:9][CH:10]=1.[OH-].[Na+].Cl. No catalyst specified. The product is [CH3:2][O:3][C:5]1[N:6]=[C:7]([CH3:15])[C:8]([C:11]([OH:13])=[O:12])=[N:9][CH:10]=1. The yield is 1.00. (3) The reactants are Cl[C:2]1[N:7]=[C:6]([NH:8][C:9]2[S:10][C:11]3[CH:17]=[C:16]([O:18][CH3:19])[CH:15]=[CH:14][C:12]=3[N:13]=2)[CH:5]=[C:4]([C:20]([F:29])([F:28])[C:21]2[CH:26]=[CH:25][C:24]([F:27])=[CH:23][CH:22]=2)[N:3]=1.[NH2:30][C:31]1[CH:36]=[CH:35][C:34]([CH2:37][C:38]([OH:40])=[O:39])=[CH:33][CH:32]=1. The catalyst is CS(C)=O.Cl. The product is [F:28][C:20]([F:29])([C:21]1[CH:26]=[CH:25][C:24]([F:27])=[CH:23][CH:22]=1)[C:4]1[CH:5]=[C:6]([NH:8][C:9]2[S:10][C:11]3[CH:17]=[C:16]([O:18][CH3:19])[CH:15]=[CH:14][C:12]=3[N:13]=2)[N:7]=[C:2]([NH:30][C:31]2[CH:32]=[CH:33][C:34]([CH2:37][C:38]([OH:40])=[O:39])=[CH:35][CH:36]=2)[N:3]=1. The yield is 0.300. (4) The reactants are C1(P(C2C=CC=CC=2)C2C=CC=CC=2)C=CC=CC=1.[N:20]1([CH:25](O)[CH3:26])[CH2:24][CH2:23][CH2:22][CH2:21]1.CCOC(/N=N/C(OCC)=O)=O.O1CCCCC1[N:46]1[C:54]2[C:49](=[CH:50][C:51]([C:55]3[N:59]=[CH:58][N:57](C(C4C=CC=CC=4)(C4C=CC=CC=4)C4C=CC=CC=4)[N:56]=3)=[CH:52][CH:53]=2)[C:48]([C:79]2[CH:80]=[C:81]([OH:85])[CH:82]=[CH:83][CH:84]=2)=[N:47]1.Cl. The catalyst is O1CCCC1. The product is [NH:56]1[C:55]([C:51]2[CH:50]=[C:49]3[C:54](=[CH:53][CH:52]=2)[NH:46][N:47]=[C:48]3[C:79]2[CH:84]=[CH:83][CH:82]=[C:81]([O:85][CH2:26][CH2:25][N:20]3[CH2:24][CH2:23][CH2:22][CH2:21]3)[CH:80]=2)=[N:59][CH:58]=[N:57]1. The yield is 0.460. (5) The reactants are [CH3:1][N:2]([CH3:43])[C:3]([C@@H:5]1[CH2:9][C@@H:8]([OH:10])[CH2:7][N:6]1[C:11]1([C:35]2[C:36]([O:41]C)=[N:37][CH:38]=[CH:39][CH:40]=2)[C:19]2[C:14](=[CH:15][CH:16]=[C:17]([Cl:20])[CH:18]=2)[N:13]([S:21]([C:24]2[CH:29]=[CH:28][C:27]([O:30][CH3:31])=[CH:26][C:25]=2[O:32][CH3:33])(=[O:23])=[O:22])[C:12]1=[O:34])=[O:4].[I-].[Na+]. The catalyst is C(O)(=O)C.C(OCC)(=O)C. The product is [CH3:43][N:2]([CH3:1])[C:3]([C@@H:5]1[CH2:9][C@@H:8]([OH:10])[CH2:7][N:6]1[C:11]1([C:35]2[C:36](=[O:41])[NH:37][CH:38]=[CH:39][CH:40]=2)[C:19]2[C:14](=[CH:15][CH:16]=[C:17]([Cl:20])[CH:18]=2)[N:13]([S:21]([C:24]2[CH:29]=[CH:28][C:27]([O:30][CH3:31])=[CH:26][C:25]=2[O:32][CH3:33])(=[O:22])=[O:23])[C:12]1=[O:34])=[O:4]. The yield is 0.600.